The task is: Binary Classification. Given a drug SMILES string, predict its activity (active/inactive) in a high-throughput screening assay against a specified biological target.. This data is from Choline transporter screen with 302,306 compounds. (1) The molecule is Brc1ccc(/C=C(\NC(=O)c2occc2)C(=O)N2CCCC2=O)cc1. The result is 0 (inactive). (2) The molecule is Clc1c(NC(=O)CSc2[nH]ncn2)ncc(c1)C(F)(F)F. The result is 0 (inactive). (3) The molecule is Brc1c(OCc2ccccc2)c(OCC)cc(CNCCSc2n(nnn2)C)c1. The result is 0 (inactive).